From a dataset of Full USPTO retrosynthesis dataset with 1.9M reactions from patents (1976-2016). Predict the reactants needed to synthesize the given product. The reactants are: Br[C:2]1[CH:3]=[CH:4][C:5]2[O:14][CH2:13][CH2:12][N:11]3[C:7](=[N:8][C:9]([C:15]4[CH:20]=[C:19]([CH3:21])[CH:18]=[CH:17][N:16]=4)=[CH:10]3)[C:6]=2[CH:22]=1.[CH:23]([N:26]1[CH2:31][CH2:30][CH:29]([SH:32])[CH2:28][CH2:27]1)([CH3:25])[CH3:24].CC1(C)C2C(=C(P(C3C=CC=CC=3)C3C=CC=CC=3)C=CC=2)OC2C(P(C3C=CC=CC=3)C3C=CC=CC=3)=CC=CC1=2.CCN(C(C)C)C(C)C. Given the product [CH:23]([N:26]1[CH2:31][CH2:30][CH:29]([S:32][C:2]2[CH:3]=[CH:4][C:5]3[O:14][CH2:13][CH2:12][N:11]4[C:7](=[N:8][C:9]([C:15]5[CH:20]=[C:19]([CH3:21])[CH:18]=[CH:17][N:16]=5)=[CH:10]4)[C:6]=3[CH:22]=2)[CH2:28][CH2:27]1)([CH3:25])[CH3:24], predict the reactants needed to synthesize it.